From a dataset of Peptide-MHC class I binding affinity with 185,985 pairs from IEDB/IMGT. Regression. Given a peptide amino acid sequence and an MHC pseudo amino acid sequence, predict their binding affinity value. This is MHC class I binding data. The peptide sequence is LSCAVHLIIY. The MHC is HLA-A11:01 with pseudo-sequence HLA-A11:01. The binding affinity (normalized) is 0.